This data is from Reaction yield outcomes from USPTO patents with 853,638 reactions. The task is: Predict the reaction yield, written as a fraction of the theoretical maximum amount of product (1.0 means a 100% yield; for example, 0.34 means a 34% yield). (1) The reactants are [CH3:1][O:2][C:3]([C:5]1[N:6]=[C:7](SC)[NH:8][C:9]=1[C:10]1[CH:15]=[CH:14][C:13]([F:16])=[CH:12][CH:11]=1)=[O:4].O[O:20][S:21]([O-:23])=O.[K+].[CH3:25]O. The catalyst is O. The product is [CH3:1][O:2][C:3]([C:5]1[N:6]=[C:7]([S:21]([CH3:25])(=[O:23])=[O:20])[NH:8][C:9]=1[C:10]1[CH:15]=[CH:14][C:13]([F:16])=[CH:12][CH:11]=1)=[O:4]. The yield is 0.920. (2) The reactants are C(OC([NH:8][O:9][CH2:10][CH2:11][O:12][CH2:13][CH2:14][O:15][CH2:16][CH2:17][O:18][NH:19]C(OC(C)(C)C)=O)=O)(C)(C)C. The catalyst is CCOC(C)=O.Cl. The product is [NH2:19][O:18][CH2:17][CH2:16][O:15][CH2:14][CH2:13][O:12][CH2:11][CH2:10][O:9][NH2:8]. The yield is 0.900. (3) The reactants are [NH2:1][CH2:2][CH2:3][CH:4]([C:12]1[CH:16]=[C:15]([N:17]2[CH2:22][CH2:21][O:20][CH2:19][CH2:18]2)[S:14][C:13]=1[C:23]([O:25]CC)=O)[C:5]1[CH:10]=[CH:9][C:8]([Cl:11])=[CH:7][CH:6]=1.C(O)(C(F)(F)F)=O.[O-]CC.[Na+].O. The catalyst is C(O)C.CCOC(C)=O. The product is [Cl:11][C:8]1[CH:9]=[CH:10][C:5]([CH:4]2[CH2:3][CH2:2][NH:1][C:23](=[O:25])[C:13]3[S:14][C:15]([N:17]4[CH2:18][CH2:19][O:20][CH2:21][CH2:22]4)=[CH:16][C:12]2=3)=[CH:6][CH:7]=1. The yield is 0.719. (4) The reactants are [CH3:1][O:2][C:3](=[O:11])[C:4]([C:9]#[N:10])=[CH:5][CH:6]([CH3:8])[CH3:7].[N+]([CH3:15])([O-])=O. The catalyst is C(#N)C. The product is [CH3:1][O:2][C:3]([C:4]1([C:9]#[N:10])[CH2:15][CH:5]1[CH:6]([CH3:8])[CH3:7])=[O:11]. The yield is 0.680. (5) The reactants are [CH2:1]([N:3](CC)[CH2:4]C)C.[Cl:8][C:9]1[CH:18]=[C:17]([Cl:19])[C:16]([OH:20])=[C:15]2[C:10]=1[CH:11]=[CH:12][C:13]([CH:21]=O)=[N:14]2.Cl.CNC.C(O[BH-](OC(=O)C)OC(=O)C)(=O)C.[Na+]. The catalyst is ClCCCl.ClCCl. The product is [ClH:8].[Cl:8][C:9]1[CH:18]=[C:17]([Cl:19])[C:16]([OH:20])=[C:15]2[C:10]=1[CH:11]=[CH:12][C:13]([CH2:21][N:3]([CH3:4])[CH3:1])=[N:14]2. The yield is 0.730.